This data is from Forward reaction prediction with 1.9M reactions from USPTO patents (1976-2016). The task is: Predict the product of the given reaction. (1) Given the reactants [Br:1][C:2]1[CH:11]=[C:10]2[C:5]([C:6]([C:15]3[CH:20]=[C:19]([O:21][CH3:22])[C:18]([O:23][CH3:24])=[C:17]([Br:25])[CH:16]=3)=[C:7]([C:13]#[N:14])[C:8](=[NH:12])[O:9]2)=[CH:4][CH:3]=1.C(ON=O)(C)(C)C.NC1C=C2C(C(C3C=C(OC)C(OC)=C(Br)C=3)=C(C#N)C(=N)O2)=CC=1, predict the reaction product. The product is: [NH2:12][C:8]1[O:9][C:10]2[C:5]([CH:6]([C:15]3[CH:20]=[C:19]([O:21][CH3:22])[C:18]([O:23][CH3:24])=[C:17]([Br:25])[CH:16]=3)[C:7]=1[C:13]#[N:14])=[CH:4][CH:3]=[C:2]([Br:1])[CH:11]=2. (2) The product is: [CH3:26][NH:27][C:28]([C:30]1[C:31](=[O:48])[N:32]([C:38]2[CH:43]=[CH:42][CH:41]=[C:40]([C:44]([F:47])([F:45])[F:46])[CH:39]=2)[C:33]([CH3:37])=[C:34]([C:12]2[N:8]([C:5]3[CH:4]=[CH:3][C:2]([Cl:1])=[CH:7][CH:6]=3)[N:9]=[CH:10][CH:11]=2)[CH:35]=1)=[O:29]. Given the reactants [Cl:1][C:2]1[CH:7]=[CH:6][C:5]([N:8]2[C:12]([Sn](CCCC)(CCCC)CCCC)=[CH:11][CH:10]=[N:9]2)=[CH:4][CH:3]=1.[CH3:26][NH:27][C:28]([C:30]1[C:31](=[O:48])[N:32]([C:38]2[CH:43]=[CH:42][CH:41]=[C:40]([C:44]([F:47])([F:46])[F:45])[CH:39]=2)[C:33]([CH3:37])=[C:34](I)[CH:35]=1)=[O:29], predict the reaction product.